This data is from Peptide-MHC class I binding affinity with 185,985 pairs from IEDB/IMGT. The task is: Regression. Given a peptide amino acid sequence and an MHC pseudo amino acid sequence, predict their binding affinity value. This is MHC class I binding data. (1) The peptide sequence is ETVNFVPNY. The MHC is HLA-A31:01 with pseudo-sequence HLA-A31:01. The binding affinity (normalized) is 0.0847. (2) The peptide sequence is VDYMPVMKRY. The MHC is HLA-A30:02 with pseudo-sequence HLA-A30:02. The binding affinity (normalized) is 0.599.